Task: Regression. Given two drug SMILES strings and cell line genomic features, predict the synergy score measuring deviation from expected non-interaction effect.. Dataset: NCI-60 drug combinations with 297,098 pairs across 59 cell lines (1) Drug 1: C1CC(C1)(C(=O)O)C(=O)O.[NH2-].[NH2-].[Pt+2]. Drug 2: B(C(CC(C)C)NC(=O)C(CC1=CC=CC=C1)NC(=O)C2=NC=CN=C2)(O)O. Cell line: SF-539. Synergy scores: CSS=45.3, Synergy_ZIP=-1.89, Synergy_Bliss=2.24, Synergy_Loewe=-30.2, Synergy_HSA=0.0510. (2) Drug 1: C1CNP(=O)(OC1)N(CCCl)CCCl. Drug 2: CC1C(C(CC(O1)OC2CC(CC3=C2C(=C4C(=C3O)C(=O)C5=CC=CC=C5C4=O)O)(C(=O)C)O)N)O. Cell line: SNB-19. Synergy scores: CSS=34.1, Synergy_ZIP=0.119, Synergy_Bliss=-0.231, Synergy_Loewe=-46.2, Synergy_HSA=0.0364. (3) Drug 1: CCC(=C(C1=CC=CC=C1)C2=CC=C(C=C2)OCCN(C)C)C3=CC=CC=C3.C(C(=O)O)C(CC(=O)O)(C(=O)O)O. Drug 2: CC1=C2C(C(=O)C3(C(CC4C(C3C(C(C2(C)C)(CC1OC(=O)C(C(C5=CC=CC=C5)NC(=O)OC(C)(C)C)O)O)OC(=O)C6=CC=CC=C6)(CO4)OC(=O)C)O)C)O. Cell line: MOLT-4. Synergy scores: CSS=82.2, Synergy_ZIP=44.4, Synergy_Bliss=47.9, Synergy_Loewe=41.7, Synergy_HSA=43.4. (4) Drug 1: CC1=C(C=C(C=C1)NC(=O)C2=CC=C(C=C2)CN3CCN(CC3)C)NC4=NC=CC(=N4)C5=CN=CC=C5. Drug 2: C#CCC(CC1=CN=C2C(=N1)C(=NC(=N2)N)N)C3=CC=C(C=C3)C(=O)NC(CCC(=O)O)C(=O)O. Cell line: SK-MEL-5. Synergy scores: CSS=36.7, Synergy_ZIP=-0.403, Synergy_Bliss=-4.36, Synergy_Loewe=-24.9, Synergy_HSA=-3.19.